Dataset: Reaction yield outcomes from USPTO patents with 853,638 reactions. Task: Predict the reaction yield, written as a fraction of the theoretical maximum amount of product (1.0 means a 100% yield; for example, 0.34 means a 34% yield). (1) The reactants are C([O:3][C:4](=[O:22])[CH2:5][NH:6][C:7]([C:9]1[CH:10]=[N:11][C:12]([NH:15][C:16]2[CH:21]=[CH:20][CH:19]=[CH:18][CH:17]=2)=[CH:13][CH:14]=1)=[O:8])C.CO.O.O[Li].O. The catalyst is C1COCC1. The product is [C:16]1([NH:15][C:12]2[N:11]=[CH:10][C:9]([C:7]([NH:6][CH2:5][C:4]([OH:22])=[O:3])=[O:8])=[CH:14][CH:13]=2)[CH:17]=[CH:18][CH:19]=[CH:20][CH:21]=1. The yield is 0.640. (2) The reactants are [F:1][C:2]([F:25])([F:24])[C:3]1[CH:23]=[CH:22][C:6]([CH2:7][O:8][N:9]=[C:10]([C:12]2[CH:21]=[CH:20][C:15]([O:16][CH2:17][C:18]#[N:19])=[CH:14][CH:13]=2)[CH3:11])=[CH:5][CH:4]=1.[N-:26]=[N+:27]=[N-:28].[Na+].[Cl-].[NH4+].O. The catalyst is CN(C=O)C. The product is [F:1][C:2]([F:24])([F:25])[C:3]1[CH:4]=[CH:5][C:6]([CH2:7][O:8][N:9]=[C:10]([C:12]2[CH:21]=[CH:20][C:15]([O:16][CH2:17][C:18]3[NH:28][N:27]=[N:26][N:19]=3)=[CH:14][CH:13]=2)[CH3:11])=[CH:22][CH:23]=1. The yield is 0.685. (3) The yield is 0.620. The reactants are [OH:1][CH:2]1[CH2:7][CH2:6][CH:5]([C:8](=[O:10])[CH3:9])[CH2:4][CH2:3]1.[CH3:11][C:12]([CH2:16]O)([CH2:14][OH:15])[CH3:13]. The product is [CH3:9][C:8]1([CH:5]2[CH2:6][CH2:7][CH:2]([OH:1])[CH2:3][CH2:4]2)[O:15][CH2:14][C:12]([CH3:16])([CH3:13])[CH2:11][O:10]1. The catalyst is CC1C=CC(S(O)(=O)=O)=CC=1.C1(C)C=CC=CC=1. (4) The reactants are [C:1]1([C:7]2(C(O)=O)[CH2:12][CH2:11][CH2:10][CH2:9][CH2:8]2)[CH:6]=[CH:5][CH:4]=[CH:3][CH:2]=1.C([N:18]([CH2:21]C)CC)C.C1(P(N=[N+]=[N-])(C2C=CC=CC=2)=[O:30])C=CC=CC=1.[CH2:40]([OH:47])[C:41]1[CH:46]=[CH:45][CH:44]=[CH:43][CH:42]=1. The catalyst is C1C=CC=CC=1. The product is [CH2:40]([O:47][C:21](=[O:30])[NH:18][C:7]1([C:1]2[CH:2]=[CH:3][CH:4]=[CH:5][CH:6]=2)[CH2:8][CH2:9][CH2:10][CH2:11][CH2:12]1)[C:41]1[CH:46]=[CH:45][CH:44]=[CH:43][CH:42]=1. The yield is 0.380. (5) The reactants are [CH3:1][N:2]([CH3:35])[CH:3]1[CH2:6][N:5]([C:7]2[C:12]([N+:13]([O-])=O)=[CH:11][C:10]([NH:16][C:17]3[N:22]=[C:21]([C:23]4[C:31]5[C:26](=[CH:27][CH:28]=[CH:29][CH:30]=5)[N:25]([CH3:32])[CH:24]=4)[CH:20]=[CH:19][N:18]=3)=[C:9]([O:33][CH3:34])[CH:8]=2)[CH2:4]1.[NH4+].[Cl-]. The catalyst is C(O)C.O.[Fe]. The product is [CH3:35][N:2]([CH3:1])[CH:3]1[CH2:4][N:5]([C:7]2[CH:8]=[C:9]([O:33][CH3:34])[C:10]([NH:16][C:17]3[N:22]=[C:21]([C:23]4[C:31]5[C:26](=[CH:27][CH:28]=[CH:29][CH:30]=5)[N:25]([CH3:32])[CH:24]=4)[CH:20]=[CH:19][N:18]=3)=[CH:11][C:12]=2[NH2:13])[CH2:6]1. The yield is 0.800.